Predict the reactants needed to synthesize the given product. From a dataset of Full USPTO retrosynthesis dataset with 1.9M reactions from patents (1976-2016). (1) Given the product [CH:1]([O:4][C:5]([N:7]1[CH2:8][CH2:9][CH:10]([O:13][C:14]2[CH:15]=[C:16]([N:20]3[C:28]4[C:23](=[CH:24][C:25]([CH2:29][OH:30])=[CH:26][CH:27]=4)[CH2:22][CH2:21]3)[N:17]=[CH:18][N:19]=2)[CH2:11][CH2:12]1)=[O:6])([CH3:3])[CH3:2], predict the reactants needed to synthesize it. The reactants are: [CH:1]([O:4][C:5]([N:7]1[CH2:12][CH2:11][CH:10]([O:13][C:14]2[N:19]=[CH:18][N:17]=[C:16]([N:20]3[C:28]4[C:23](=[CH:24][C:25]([C:29](O)=[O:30])=[CH:26][CH:27]=4)[CH2:22][CH2:21]3)[CH:15]=2)[CH2:9][CH2:8]1)=[O:6])([CH3:3])[CH3:2].C(N(CC)CC)C.ClC(OC(C)C)=O.[BH4-].[Na+]. (2) Given the product [CH3:1][O:2][C:3]1[C:4]([CH3:33])=[C:5]([C:24]([O:31][CH3:32])=[C:25]([O:29][CH3:30])[C:26]=1[O:27][CH3:28])[CH2:6][C:7]1[C:8]([O:16][CH2:17][C:18]2[CH:23]=[CH:22][CH:21]=[CH:20][CH:19]=2)=[C:9]([CH:13]=[CH:14][CH:15]=1)[C:10]([O:12][CH3:36])=[O:11], predict the reactants needed to synthesize it. The reactants are: [CH3:1][O:2][C:3]1[C:4]([CH3:33])=[C:5]([C:24]([O:31][CH3:32])=[C:25]([O:29][CH3:30])[C:26]=1[O:27][CH3:28])[CH2:6][C:7]1[C:8]([O:16][CH2:17][C:18]2[CH:23]=[CH:22][CH:21]=[CH:20][CH:19]=2)=[C:9]([CH:13]=[CH:14][CH:15]=1)[C:10]([OH:12])=[O:11].CO.[CH3:36]CN=C=NCCCN(C)C.Cl.